This data is from Reaction yield outcomes from USPTO patents with 853,638 reactions. The task is: Predict the reaction yield, written as a fraction of the theoretical maximum amount of product (1.0 means a 100% yield; for example, 0.34 means a 34% yield). (1) The reactants are [CH3:1][C:2]1[CH:7]=[C:6]([CH3:8])[CH:5]=[CH:4][N+:3]=1[O-].[C:10]([O:13]C(=O)C)(=[O:12])[CH3:11]. No catalyst specified. The product is [CH3:8][C:6]1[CH:5]=[CH:4][N:3]=[C:2]([CH2:1][O:13][C:10](=[O:12])[CH3:11])[CH:7]=1. The yield is 0.298. (2) The reactants are Cl[C:2]1[C:7]([C:8]([NH2:10])=[O:9])=[CH:6][N:5]=[C:4](Cl)C=1.[O:12]([C:19]1[CH:24]=[CH:23][C:22]([OH:25])=[CH:21][CH:20]=1)[C:13]1[CH:18]=[CH:17][CH:16]=[CH:15][CH:14]=1.C([NH:33][CH:34]1[CH2:40][C:36]2([CH2:39][NH:38][CH2:37]2)[CH2:35]1)(OC(C)(C)C)=O.[C:41]([OH:45])(=O)[CH:42]=[CH2:43].C(C1C=CC(C2CCN(C(OC(C)(C)C)=O)CC=2)=NC=1NC1C=CC(CCN2CCCC2)=CC=1)(=O)[NH2:47]. No catalyst specified. The product is [C:41]([N:38]1[CH2:37][C:36]2([CH2:35][CH:34]([NH:33][C:4]3[N:5]=[C:6]([O:25][C:22]4[CH:21]=[CH:20][C:19]([O:12][C:13]5[CH:18]=[CH:17][CH:16]=[CH:15][CH:14]=5)=[CH:24][CH:23]=4)[C:7]([C:8]([NH2:10])=[O:9])=[CH:2][N:47]=3)[CH2:40]2)[CH2:39]1)(=[O:45])[CH:42]=[CH2:43]. The yield is 0.128. (3) The reactants are [CH:1]1([N:7]([CH:19]2[CH2:24][CH2:23][CH2:22][CH2:21][CH2:20]2)[C:8](=[O:18])[NH:9][C:10]2[S:11][C:12]([C:15](O)=[O:16])=[CH:13][N:14]=2)[CH2:6][CH2:5][CH2:4][CH2:3][CH2:2]1.[N:25]1([C:31](=[O:39])[CH2:32][N:33]2[CH2:38][CH2:37][NH:36][CH2:35][CH2:34]2)[CH2:30][CH2:29][O:28][CH2:27][CH2:26]1.CN(C(ON1N=NC2C=CC=CC1=2)=[N+](C)C)C.F[P-](F)(F)(F)(F)F.CCN(C(C)C)C(C)C. The catalyst is CCOC(C)=O.CN(C=O)C. The product is [CH:19]1([N:7]([CH:1]2[CH2:6][CH2:5][CH2:4][CH2:3][CH2:2]2)[C:8]([NH:9][C:10]2[S:11][C:12]([C:15]([N:36]3[CH2:37][CH2:38][N:33]([CH2:32][C:31]([N:25]4[CH2:26][CH2:27][O:28][CH2:29][CH2:30]4)=[O:39])[CH2:34][CH2:35]3)=[O:16])=[CH:13][N:14]=2)=[O:18])[CH2:24][CH2:23][CH2:22][CH2:21][CH2:20]1. The yield is 0.310. (4) The reactants are [C:1]([O:5][C:6](=[O:26])[CH2:7]/[N:8]=[CH:9]/[CH2:10][C:11]1([C:17]([CH3:25])([CH3:24])[O:18][SiH2:19][C:20]([CH3:23])([CH3:22])[CH3:21])[CH2:16][CH2:15][CH:14]=[CH:13][CH2:12]1)([CH3:4])([CH3:3])[CH3:2].[Cl:27][C:28]1[C:29]([F:46])=[C:30](/[CH:34]=[C:35](/[C:38]2[CH:43]=[CH:42][C:41]([Cl:44])=[CH:40][C:39]=2[F:45])\[C:36]#[N:37])[CH:31]=[CH:32][CH:33]=1.C(N(CC)CC)C.C1CCN2C(=NCCC2)CC1. The catalyst is ClCCl.C(O)(C)(C)C. The product is [C:1]([O:5][C:6]([CH:7]1[CH:34]([C:30]2[CH:31]=[CH:32][CH:33]=[C:28]([Cl:27])[C:29]=2[F:46])[C:35]([C:38]2[CH:43]=[CH:42][C:41]([Cl:44])=[CH:40][C:39]=2[F:45])([C:36]#[N:37])[CH:9]([CH2:10][C:11]2([C:17]([CH3:25])([CH3:24])[O:18][SiH2:19][C:20]([CH3:23])([CH3:22])[CH3:21])[CH2:16][CH2:15][CH:14]=[CH:13][CH2:12]2)[NH:8]1)=[O:26])([CH3:3])([CH3:4])[CH3:2]. The yield is 0.510. (5) The reactants are [F:1][C:2]1[CH:3]=[C:4]2[C:9](=[CH:10][CH:11]=1)[N:8]=[C:7]([CH3:12])[CH:6]=[CH:5]2.[CH3:13][O:14][S:15]([O:18]C)(=[O:17])=[O:16]. No catalyst specified. The product is [CH3:13][O:14][S:15]([O-:18])(=[O:17])=[O:16].[CH3:13][N+:8]1[C:9]2[C:4](=[CH:3][C:2]([F:1])=[CH:11][CH:10]=2)[CH:5]=[CH:6][C:7]=1[CH3:12]. The yield is 0.860. (6) The reactants are [F:1][C:2]1[C:9](S(C(F)(F)F)(=O)=O)=[C:8]([O:17][CH3:18])[CH:7]=[CH:6][C:3]=1[CH:4]=[O:5].[CH3:19][C:20]1[C:21](B(O)O)=[CH:22][C:23]2[C:24]([CH3:33])([CH3:32])[CH2:25][CH2:26][C:27]([CH3:31])([CH3:30])[C:28]=2[CH:29]=1.C(=O)([O-])[O-].[K+].[K+]. The catalyst is COCCOC.O.C(OCC)(=O)C.C1C=CC([P]([Pd]([P](C2C=CC=CC=2)(C2C=CC=CC=2)C2C=CC=CC=2)([P](C2C=CC=CC=2)(C2C=CC=CC=2)C2C=CC=CC=2)[P](C2C=CC=CC=2)(C2C=CC=CC=2)C2C=CC=CC=2)(C2C=CC=CC=2)C2C=CC=CC=2)=CC=1. The product is [CH3:18][O:17][C:8]1[CH:7]=[CH:6][C:3]([CH:4]=[O:5])=[C:2]([F:1])[C:9]=1[C:21]1[C:20]([CH3:19])=[CH:29][C:28]2[C:27]([CH3:31])([CH3:30])[CH2:26][CH2:25][C:24]([CH3:33])([CH3:32])[C:23]=2[CH:22]=1. The yield is 0.620. (7) The reactants are [O:1]=[C:2]([C:15]1[CH:20]=[C:19]([F:21])[C:18]([F:22])=[C:17]([F:23])[CH:16]=1)[CH2:3][CH2:4][CH2:5][CH2:6][NH:7]C(=O)OC(C)(C)C. The catalyst is FC(F)(F)C(O)=O.ClCCl. The yield is 0.880. The product is [NH2:7][CH2:6][CH2:5][CH2:4][CH2:3][C:2]([C:15]1[CH:16]=[C:17]([F:23])[C:18]([F:22])=[C:19]([F:21])[CH:20]=1)=[O:1].